From a dataset of TCR-epitope binding with 47,182 pairs between 192 epitopes and 23,139 TCRs. Binary Classification. Given a T-cell receptor sequence (or CDR3 region) and an epitope sequence, predict whether binding occurs between them. (1) The epitope is ALLADKFPV. The TCR CDR3 sequence is CASSLGGTPAFF. Result: 1 (the TCR binds to the epitope). (2) The epitope is GILGFVFTL. The TCR CDR3 sequence is CASSQACRGRHRNTIYF. Result: 1 (the TCR binds to the epitope). (3) The epitope is SFHSLHLLF. The TCR CDR3 sequence is CASSQDRRPEAFF. Result: 1 (the TCR binds to the epitope). (4) The epitope is RLRAEAQVK. The TCR CDR3 sequence is CASGPDLGYTF. Result: 0 (the TCR does not bind to the epitope). (5) The epitope is AYILFTRFFYV. The TCR CDR3 sequence is CASSLVMDGSGNTIYF. Result: 1 (the TCR binds to the epitope). (6) The epitope is KRWIILGLNK. The TCR CDR3 sequence is CASSKLTSGGYEQYF. Result: 0 (the TCR does not bind to the epitope).